This data is from Forward reaction prediction with 1.9M reactions from USPTO patents (1976-2016). The task is: Predict the product of the given reaction. (1) Given the reactants [C:1]([O:20][CH2:21][CH2:22][O:23][CH2:24][CH2:25][O:26][CH2:27][CH2:28][O:29][CH2:30][CH2:31][O:32][CH2:33][CH2:34][OH:35])([C:14]1[CH:19]=[CH:18][CH:17]=[CH:16][CH:15]=1)([C:8]1[CH:13]=[CH:12][CH:11]=[CH:10][CH:9]=1)[C:2]1[CH:7]=[CH:6][CH:5]=[CH:4][CH:3]=1.C(P(CCCC)CCCC)CCC.[C:49]([Si:53]([CH3:71])([CH3:70])[O:54][C:55]1[CH:56]=[C:57](O)[CH:58]=[C:59]([O:61][Si:62]([C:65]([CH3:68])([CH3:67])[CH3:66])([CH3:64])[CH3:63])[CH:60]=1)([CH3:52])([CH3:51])[CH3:50].N(C(N(C)C)=O)=NC(N(C)C)=O, predict the reaction product. The product is: [C:65]([Si:62]([CH3:64])([CH3:63])[O:61][C:59]1[CH:58]=[C:57]([O:35][CH2:34][CH2:33][O:32][CH2:31][CH2:30][O:29][CH2:28][CH2:27][O:26][CH2:25][CH2:24][O:23][CH2:22][CH2:21][O:20][C:1]([C:2]2[CH:7]=[CH:6][CH:5]=[CH:4][CH:3]=2)([C:8]2[CH:13]=[CH:12][CH:11]=[CH:10][CH:9]=2)[C:14]2[CH:15]=[CH:16][CH:17]=[CH:18][CH:19]=2)[CH:56]=[C:55]([O:54][Si:53]([C:49]([CH3:52])([CH3:51])[CH3:50])([CH3:71])[CH3:70])[CH:60]=1)([CH3:68])([CH3:67])[CH3:66]. (2) The product is: [CH3:1][C:2]1[C:6]([C:7]2[C:16]3[O:15][CH:14]([C:17]([NH:32][CH2:31][CH3:30])=[O:18])[CH:13]([C:20]4[CH:21]=[CH:22][CH:23]=[CH:24][CH:25]=4)[N:12]4[C:26](=[O:28])[NH:27][C:10]([C:11]=34)=[CH:9][CH:8]=2)=[C:5]([CH3:29])[O:4][N:3]=1. Given the reactants [CH3:1][C:2]1[C:6]([C:7]2[C:16]3[O:15][CH:14]([C:17](O)=[O:18])[CH:13]([C:20]4[CH:25]=[CH:24][CH:23]=[CH:22][CH:21]=4)[N:12]4[C:26](=[O:28])[NH:27][C:10]([C:11]=34)=[CH:9][CH:8]=2)=[C:5]([CH3:29])[O:4][N:3]=1.[CH3:30][CH2:31][N:32](C(C)C)C(C)C.CN(C(ON1N=NC2C=CC=NC1=2)=[N+](C)C)C.F[P-](F)(F)(F)(F)F.CN.C1COCC1, predict the reaction product. (3) Given the reactants FC(F)(F)C([O-])=O.[Br:8][C:9]1[CH:10]=[C:11]([NH:15][C:16]2[C:25]3[C:20](=[CH:21][C:22]([O:43][CH3:44])=[C:23]([NH:26][CH:27]4[CH2:32][CH2:31][N:30](C(OCC5C=CC=CC=5)=O)[CH2:29][CH2:28]4)[CH:24]=3)[N:19]=[CH:18][N:17]=2)[CH:12]=[CH:13][CH:14]=1, predict the reaction product. The product is: [Br:8][C:9]1[CH:10]=[C:11]([NH:15][C:16]2[C:25]3[C:20](=[CH:21][C:22]([O:43][CH3:44])=[C:23]([NH:26][CH:27]4[CH2:28][CH2:29][NH:30][CH2:31][CH2:32]4)[CH:24]=3)[N:19]=[CH:18][N:17]=2)[CH:12]=[CH:13][CH:14]=1. (4) Given the reactants [NH2:1][C:2]1[CH:7]=[CH:6][C:5]([C:8]([CH3:15])([CH3:14])[CH2:9][NH:10][C:11](=[O:13])[CH3:12])=[C:4]([Cl:16])[CH:3]=1.[CH3:17][O:18][C:19]1[CH:20]=[C:21]([CH:25]=[CH:26][C:27]=1[O:28][CH3:29])[C:22](Cl)=[O:23].C(N(CC)CC)C.CN(C=O)C, predict the reaction product. The product is: [C:11]([NH:10][CH2:9][C:8]([C:5]1[CH:6]=[CH:7][C:2]([NH:1][C:22](=[O:23])[C:21]2[CH:25]=[CH:26][C:27]([O:28][CH3:29])=[C:19]([O:18][CH3:17])[CH:20]=2)=[CH:3][C:4]=1[Cl:16])([CH3:15])[CH3:14])(=[O:13])[CH3:12]. (5) Given the reactants [CH3:1][C:2]1[O:6][N:5]=[C:4]([C:7]2[CH:12]=[CH:11][CH:10]=[CH:9][CH:8]=2)[C:3]=1[C:13]([OH:15])=O.O=S(Cl)[Cl:18], predict the reaction product. The product is: [CH3:1][C:2]1[O:6][N:5]=[C:4]([C:7]2[CH:12]=[CH:11][CH:10]=[CH:9][CH:8]=2)[C:3]=1[C:13]([Cl:18])=[O:15]. (6) Given the reactants [CH3:1][N:2]1[C:10]2[C:5](=[CH:6][CH:7]=[CH:8][CH:9]=2)[CH:4]=[C:3]1[C:11]([NH:13][C@H:14]1[CH2:19][CH2:18][CH2:17][CH2:16][C@H:15]1[C:20](O)=[O:21])=[O:12].CCN=C=NCCCN(C)C.C1[CH:35]=[CH:36][C:37]2[N:42](O)N=[N:40][C:38]=2C=1.C[N:45]1[CH2:50][CH2:49]O[CH2:47][CH2:46]1, predict the reaction product. The product is: [C:38]([CH:37]([NH:42][C:20]([C@@H:15]1[CH2:16][CH2:17][CH2:18][CH2:19][C@@H:14]1[NH:13][C:11]([C:3]1[N:2]([CH3:1])[C:10]2[C:5]([CH:4]=1)=[CH:6][CH:7]=[CH:8][CH:9]=2)=[O:12])=[O:21])[CH2:36][C:35]1[CH:47]=[CH:46][N:45]=[CH:50][CH:49]=1)#[N:40]. (7) Given the reactants Cl.Cl.[CH3:3][C:4]1[CH:13]=[C:12]([CH2:14][O:15][C:16]2[CH:22]=[CH:21][C:19]([NH2:20])=[CH:18][CH:17]=2)[C:11]2[C:6](=[CH:7][CH:8]=[CH:9][CH:10]=2)[N:5]=1.[NH:23]1[CH2:29][C:27](=[O:28])[NH:26][C:24]1=[O:25], predict the reaction product. The product is: [O:25]=[C:24]1[NH:23][CH:29]([CH:12]([CH3:11])[C:14]([NH:20][C:19]2[CH:18]=[CH:17][C:16]([O:15][CH2:14][C:12]3[C:11]4[C:6](=[CH:7][CH:8]=[CH:9][CH:10]=4)[N:5]=[C:4]([CH3:3])[CH:13]=3)=[CH:22][CH:21]=2)=[O:15])[C:27](=[O:28])[NH:26]1. (8) Given the reactants [C:1]([O:5][C@@H:6]([C:12]1[C:13]([CH3:44])=[N:14][C:15]2[N:16]([N:26]=[C:27]([C:29](=O)[NH:30][CH2:31][C:32](=O)[CH:33]([C:35]3[CH:40]=[CH:39][C:38]([F:41])=[CH:37][CH:36]=3)[CH3:34])[CH:28]=2)[C:17]=1[N:18]1[CH2:23][CH2:22][C:21]([CH3:25])([CH3:24])[CH2:20][CH2:19]1)[C:7]([O:9]CC)=[O:8])([CH3:4])([CH3:3])[CH3:2].COC1C=CC(P2(SP(C3C=CC(OC)=CC=3)(=S)S2)=[S:54])=CC=1, predict the reaction product. The product is: [C:1]([O:5][C@@H:6]([C:12]1[C:13]([CH3:44])=[N:14][C:15]2[N:16]([N:26]=[C:27]([C:29]3[S:54][C:32]([CH:33]([C:35]4[CH:40]=[CH:39][C:38]([F:41])=[CH:37][CH:36]=4)[CH3:34])=[CH:31][N:30]=3)[CH:28]=2)[C:17]=1[N:18]1[CH2:23][CH2:22][C:21]([CH3:25])([CH3:24])[CH2:20][CH2:19]1)[C:7]([OH:9])=[O:8])([CH3:4])([CH3:3])[CH3:2].